Dataset: Peptide-MHC class II binding affinity with 134,281 pairs from IEDB. Task: Regression. Given a peptide amino acid sequence and an MHC pseudo amino acid sequence, predict their binding affinity value. This is MHC class II binding data. The peptide sequence is VSAIVGAAASVFVCL. The MHC is DRB1_1201 with pseudo-sequence DRB1_1201. The binding affinity (normalized) is 0.145.